Dataset: Full USPTO retrosynthesis dataset with 1.9M reactions from patents (1976-2016). Task: Predict the reactants needed to synthesize the given product. (1) Given the product [NH2:1][C:2]1[N:7]2[N:8]=[CH:9][C:10]([C:11]3[CH:12]=[N:13][C:14]4[C:19]([CH:20]=3)=[CH:18][CH:17]=[CH:16][CH:15]=4)=[C:6]2[N:5]=[C:4]([N:21]2[CH2:25][CH2:24][CH:23]([C:26]([OH:28])=[O:27])[CH2:22]2)[C:3]=1[Br:36], predict the reactants needed to synthesize it. The reactants are: [NH2:1][C:2]1[N:7]2[N:8]=[CH:9][C:10]([C:11]3[CH:12]=[N:13][C:14]4[C:19]([CH:20]=3)=[CH:18][CH:17]=[CH:16][CH:15]=4)=[C:6]2[N:5]=[C:4]([N:21]2[CH2:25][CH2:24][CH:23]([C:26]([OH:28])=[O:27])[CH2:22]2)[CH:3]=1.C1C(=O)N([Br:36])C(=O)C1. (2) Given the product [CH3:1][C:2]1([CH3:13])[C:10]2[C:5](=[C:6]([NH2:11])[CH:7]=[CH:8][CH:9]=2)[CH:4]([CH3:12])[CH2:3]1, predict the reactants needed to synthesize it. The reactants are: [CH3:1][C:2]1([CH3:13])[C:10]2[C:5](=[C:6]([NH2:11])[CH:7]=[CH:8][CH:9]=2)[C@H:4]([CH3:12])[CH2:3]1.C1CCCCC=1. (3) Given the product [CH3:10][S:11]([C:2]1[CH:3]=[C:4]([CH2:8][OH:9])[CH:5]=[N:6][CH:7]=1)(=[O:13])=[O:12], predict the reactants needed to synthesize it. The reactants are: Br[C:2]1[CH:3]=[C:4]([CH2:8][OH:9])[CH:5]=[N:6][CH:7]=1.[CH3:10][S:11]([O-:13])=[O:12].[Na+].N1CCC[C@H]1C(O)=O.[OH-].[Na+]. (4) Given the product [CH3:30][C:26]1([CH3:31])[CH2:25][CH2:24][CH2:23][C:22]2[CH:21]=[C:20]([C:16]3[N:15]=[C:14]([N:11]4[CH2:12][CH2:13][NH:8][CH2:9][CH2:10]4)[CH:19]=[CH:18][CH:17]=3)[CH:29]=[CH:28][C:27]1=2, predict the reactants needed to synthesize it. The reactants are: C(OC([N:8]1[CH2:13][CH2:12][N:11]([C:14]2[CH:19]=[CH:18][CH:17]=[C:16]([C:20]3[CH:29]=[CH:28][C:27]4[C:26]([CH3:31])([CH3:30])[CH2:25][CH2:24][CH2:23][C:22]=4[CH:21]=3)[N:15]=2)[CH2:10][CH2:9]1)=O)(C)(C)C.Cl. (5) Given the product [CH2:47]([NH:7][CH2:8][C:9]1[CH:10]=[N:11][CH:12]=[C:13]([C:16]2[CH:17]=[C:18]3[C:22](=[CH:23][CH:24]=2)[NH:21][N:20]=[C:19]3[C:31]2[NH:32][C:33]([CH3:46])=[C:34]([C:36]3[CH:41]=[CH:40][CH:39]=[C:38]([C:42]([F:43])([F:45])[F:44])[CH:37]=3)[N:35]=2)[C:14]=1[CH3:15])[CH3:48], predict the reactants needed to synthesize it. The reactants are: C(OC(=O)[N:7]([CH2:47][CH3:48])[CH2:8][C:9]1[CH:10]=[N:11][CH:12]=[C:13]([C:16]2[CH:17]=[C:18]3[C:22](=[CH:23][CH:24]=2)[N:21](C2CCCCO2)[N:20]=[C:19]3[C:31]2[NH:32][C:33]([CH3:46])=[C:34]([C:36]3[CH:41]=[CH:40][CH:39]=[C:38]([C:42]([F:45])([F:44])[F:43])[CH:37]=3)[N:35]=2)[C:14]=1[CH3:15])(C)(C)C.CC1C=CC(S(O)(=O)=O)=CC=1.[OH-].[Na+]. (6) Given the product [Br:1][C:2]1[S:6][C:5]([C:7]([NH2:12])=[O:9])=[N:4][N:3]=1, predict the reactants needed to synthesize it. The reactants are: [Br:1][C:2]1[S:6][C:5]([C:7]([O:9]CC)=O)=[N:4][N:3]=1.[NH4+:12].[OH-].